Regression. Given two drug SMILES strings and cell line genomic features, predict the synergy score measuring deviation from expected non-interaction effect. From a dataset of NCI-60 drug combinations with 297,098 pairs across 59 cell lines. (1) Drug 1: C1CCC(CC1)NC(=O)N(CCCl)N=O. Drug 2: C1=C(C(=O)NC(=O)N1)F. Cell line: SK-OV-3. Synergy scores: CSS=32.9, Synergy_ZIP=6.42, Synergy_Bliss=7.29, Synergy_Loewe=8.14, Synergy_HSA=10.2. (2) Drug 1: CC1=C(C=C(C=C1)C(=O)NC2=CC(=CC(=C2)C(F)(F)F)N3C=C(N=C3)C)NC4=NC=CC(=N4)C5=CN=CC=C5. Drug 2: CCC1(CC2CC(C3=C(CCN(C2)C1)C4=CC=CC=C4N3)(C5=C(C=C6C(=C5)C78CCN9C7C(C=CC9)(C(C(C8N6C)(C(=O)OC)O)OC(=O)C)CC)OC)C(=O)OC)O.OS(=O)(=O)O. Cell line: SF-268. Synergy scores: CSS=7.99, Synergy_ZIP=-2.53, Synergy_Bliss=-2.09, Synergy_Loewe=-6.35, Synergy_HSA=-2.11. (3) Drug 1: CC12CCC3C(C1CCC2=O)CC(=C)C4=CC(=O)C=CC34C. Drug 2: CC1=C(C(=CC=C1)Cl)NC(=O)C2=CN=C(S2)NC3=CC(=NC(=N3)C)N4CCN(CC4)CCO. Cell line: SNB-75. Synergy scores: CSS=46.4, Synergy_ZIP=-1.08, Synergy_Bliss=4.01, Synergy_Loewe=1.59, Synergy_HSA=5.59. (4) Drug 1: C1=CC(=CC=C1CCC2=CNC3=C2C(=O)NC(=N3)N)C(=O)NC(CCC(=O)O)C(=O)O. Drug 2: C1=CC=C(C(=C1)C(C2=CC=C(C=C2)Cl)C(Cl)Cl)Cl. Cell line: UO-31. Synergy scores: CSS=22.7, Synergy_ZIP=0.860, Synergy_Bliss=0.731, Synergy_Loewe=-20.1, Synergy_HSA=1.01. (5) Drug 1: CCC1=CC2CC(C3=C(CN(C2)C1)C4=CC=CC=C4N3)(C5=C(C=C6C(=C5)C78CCN9C7C(C=CC9)(C(C(C8N6C)(C(=O)OC)O)OC(=O)C)CC)OC)C(=O)OC.C(C(C(=O)O)O)(C(=O)O)O. Drug 2: CNC(=O)C1=NC=CC(=C1)OC2=CC=C(C=C2)NC(=O)NC3=CC(=C(C=C3)Cl)C(F)(F)F. Cell line: HCT-15. Synergy scores: CSS=38.6, Synergy_ZIP=-5.56, Synergy_Bliss=0.380, Synergy_Loewe=-5.48, Synergy_HSA=1.58. (6) Drug 1: CC1=C(C=C(C=C1)NC(=O)C2=CC=C(C=C2)CN3CCN(CC3)C)NC4=NC=CC(=N4)C5=CN=CC=C5. Drug 2: COCCOC1=C(C=C2C(=C1)C(=NC=N2)NC3=CC=CC(=C3)C#C)OCCOC.Cl. Cell line: COLO 205. Synergy scores: CSS=-19.6, Synergy_ZIP=8.06, Synergy_Bliss=1.71, Synergy_Loewe=-18.3, Synergy_HSA=-17.9. (7) Drug 1: CC1=CC2C(CCC3(C2CCC3(C(=O)C)OC(=O)C)C)C4(C1=CC(=O)CC4)C. Drug 2: C1=NC2=C(N=C(N=C2N1C3C(C(C(O3)CO)O)O)F)N. Cell line: M14. Synergy scores: CSS=1.03, Synergy_ZIP=-0.934, Synergy_Bliss=-1.31, Synergy_Loewe=-8.18, Synergy_HSA=-4.05. (8) Drug 1: C1=CC(=C2C(=C1NCCNCCO)C(=O)C3=C(C=CC(=C3C2=O)O)O)NCCNCCO. Drug 2: C1=C(C(=O)NC(=O)N1)F. Cell line: A549. Synergy scores: CSS=66.6, Synergy_ZIP=-1.51, Synergy_Bliss=-2.57, Synergy_Loewe=4.26, Synergy_HSA=6.53.